From a dataset of Forward reaction prediction with 1.9M reactions from USPTO patents (1976-2016). Predict the product of the given reaction. Given the reactants [CH:1]1([CH:7]2[CH2:15][C:14]3[C:9](=[C:10](Cl)[CH:11]=[CH:12][CH:13]=3)[C:8]2=[O:17])[CH2:6][CH2:5][CH2:4][CH2:3][CH2:2]1.[C:18]1(B(O)O)[C:27]2[C:22](=[CH:23][CH:24]=[CH:25][CH:26]=2)[CH:21]=[CH:20][CH:19]=1.C(=O)([O-])[O-].[Na+].[Na+].O, predict the reaction product. The product is: [CH:1]1([CH:7]2[CH2:15][C:14]3[C:9](=[C:10]([C:26]4[C:27]5[C:22](=[CH:21][CH:20]=[CH:19][CH:18]=5)[CH:23]=[CH:24][CH:25]=4)[CH:11]=[CH:12][CH:13]=3)[C:8]2=[O:17])[CH2:6][CH2:5][CH2:4][CH2:3][CH2:2]1.